From a dataset of Catalyst prediction with 721,799 reactions and 888 catalyst types from USPTO. Predict which catalyst facilitates the given reaction. (1) Reactant: [CH:1]1([CH2:4][O:5][C:6]2[CH:7]=[C:8]([CH:12]=[CH:13][C:14]=2[CH:15]=O)[C:9]([OH:11])=[O:10])[CH2:3][CH2:2]1.Cl.[CH3:18][O:19][NH2:20]. Product: [CH:1]1([CH2:4][O:5][C:6]2[CH:7]=[C:8]([CH:12]=[CH:13][C:14]=2/[CH:15]=[N:20]\[O:19][CH3:18])[C:9]([OH:11])=[O:10])[CH2:2][CH2:3]1. The catalyst class is: 17. (2) Reactant: [Cl:1][C:2]1[N:7]=[C:6]([NH:8][CH2:9][CH3:10])[C:5]([CH2:11][NH:12][C:13]2[CH:14]=[C:15]([CH:22]=[C:23]([O:25][CH3:26])[CH:24]=2)[C:16]([NH:18][O:19][CH2:20][CH3:21])=[O:17])=[CH:4][N:3]=1.C(N(CC)C(C)C)(C)C.Cl[C:37](OC1C=CC=CC=1)=[O:38].C[Si]([N-][Si](C)(C)C)(C)C.[Na+]. Product: [Cl:1][C:2]1[N:7]=[C:6]2[N:8]([CH2:9][CH3:10])[C:37](=[O:38])[N:12]([C:13]3[CH:14]=[C:15]([CH:22]=[C:23]([O:25][CH3:26])[CH:24]=3)[C:16]([NH:18][O:19][CH2:20][CH3:21])=[O:17])[CH2:11][C:5]2=[CH:4][N:3]=1. The catalyst class is: 56. (3) Reactant: [C:1]([C:5]1[N:9]([CH2:10][CH:11]2[CH2:16][CH2:15][C:14]([F:18])([F:17])[CH2:13][CH2:12]2)[C:8]2[CH:19]=[CH:20][C:21]([NH:23]C(=O)C)=[CH:22][C:7]=2[N:6]=1)([CH3:4])([CH3:3])[CH3:2]. Product: [C:1]([C:5]1[N:9]([CH2:10][CH:11]2[CH2:16][CH2:15][C:14]([F:18])([F:17])[CH2:13][CH2:12]2)[C:8]2[CH:19]=[CH:20][C:21]([NH2:23])=[CH:22][C:7]=2[N:6]=1)([CH3:4])([CH3:2])[CH3:3]. The catalyst class is: 422. (4) Reactant: C[Al](C)C.CO[C:7](=[O:25])[CH2:8][C:9]1[CH2:10][CH2:11][N:12]([C:15]([O:17][CH2:18][C:19]2[CH:24]=[CH:23][CH:22]=[CH:21][CH:20]=2)=[O:16])[CH2:13][CH:14]=1.[NH2:26][C:27]1[C:32]([Br:33])=[CH:31][CH:30]=[CH:29][N:28]=1. Product: [Br:33][C:32]1[C:27]([NH:26][C:7](=[O:25])[CH2:8][C:9]2[CH2:10][CH2:11][N:12]([C:15]([O:17][CH2:18][C:19]3[CH:20]=[CH:21][CH:22]=[CH:23][CH:24]=3)=[O:16])[CH2:13][CH:14]=2)=[N:28][CH:29]=[CH:30][CH:31]=1. The catalyst class is: 26. (5) Reactant: [F:1][C:2]([F:19])([F:18])[C:3]1[CH:17]=[CH:16][C:6]([O:7][CH2:8][C:9]2([OH:15])[CH2:14][CH2:13][CH2:12][NH:11][CH2:10]2)=[CH:5][CH:4]=1.C(N(C(C)C)CC)(C)C.[Cl:29][C:30]1[CH:35]=[CH:34][C:33]([C:36]2([C:40](O)=[O:41])[CH2:39][CH2:38][CH2:37]2)=[CH:32][CH:31]=1.C1CN([P+](Br)(N2CCCC2)N2CCCC2)CC1.F[P-](F)(F)(F)(F)F. Product: [Cl:29][C:30]1[CH:31]=[CH:32][C:33]([C:36]2([C:40]([N:11]3[CH2:12][CH2:13][CH2:14][C:9]([OH:15])([CH2:8][O:7][C:6]4[CH:5]=[CH:4][C:3]([C:2]([F:1])([F:18])[F:19])=[CH:17][CH:16]=4)[CH2:10]3)=[O:41])[CH2:39][CH2:38][CH2:37]2)=[CH:34][CH:35]=1. The catalyst class is: 229. (6) Reactant: [CH:1]1([O:6][C:7](=[O:41])[C@@H:8]([NH2:40])[CH2:9][CH2:10][O:11][C:12]2[CH:21]=[C:20]3[C:15]([C:16]([O:22][C:23]4[CH:28]=[CH:27][C:26]([NH:29][C:30](=[O:37])[C:31]5[CH:36]=[CH:35][CH:34]=[CH:33][CH:32]=5)=[CH:25][CH:24]=4)=[CH:17][CH:18]=[N:19]3)=[CH:14][C:13]=2[O:38][CH3:39])[CH2:5][CH2:4][CH2:3][CH2:2]1.[CH:42](=O)[CH:43]([CH3:45])[CH3:44].C([BH3-])#N.[Na+]. Product: [CH:1]1([O:6][C:7](=[O:41])[C@@H:8]([NH:40][CH2:42][CH:43]([CH3:45])[CH3:44])[CH2:9][CH2:10][O:11][C:12]2[CH:21]=[C:20]3[C:15]([C:16]([O:22][C:23]4[CH:28]=[CH:27][C:26]([NH:29][C:30](=[O:37])[C:31]5[CH:32]=[CH:33][CH:34]=[CH:35][CH:36]=5)=[CH:25][CH:24]=4)=[CH:17][CH:18]=[N:19]3)=[CH:14][C:13]=2[O:38][CH3:39])[CH2:5][CH2:4][CH2:3][CH2:2]1. The catalyst class is: 130. (7) Reactant: [NH2:1][CH2:2][CH:3]([C:5]1[CH:10]=[CH:9][C:8]([O:11][CH2:12][C:13]2[CH:18]=[CH:17][CH:16]=[CH:15][CH:14]=2)=[CH:7][CH:6]=1)[OH:4].CCN(CC)CC.C(Cl)Cl.[Cl:29][CH2:30][C:31](Cl)=[O:32]. Product: [CH2:12]([O:11][C:8]1[CH:9]=[CH:10][C:5]([CH:3]([OH:4])[CH2:2][NH:1][C:31](=[O:32])[CH2:30][Cl:29])=[CH:6][CH:7]=1)[C:13]1[CH:18]=[CH:17][CH:16]=[CH:15][CH:14]=1. The catalyst class is: 5. (8) Reactant: [Br:1][C:2]1[CH:3]=[C:4]([C:8]([F:14])([F:13])[CH2:9][CH2:10][C:11]#N)[CH:5]=[CH:6][CH:7]=1.C(O)CO.[OH2:19].[OH-:20].[K+]. Product: [Br:1][C:2]1[CH:3]=[C:4]([C:8]([F:14])([F:13])[CH2:9][CH2:10][C:11]([OH:20])=[O:19])[CH:5]=[CH:6][CH:7]=1. The catalyst class is: 25. (9) Reactant: [F:1][C:2]1[CH:11]=[C:10]2[C:5]([C:6](=O)[NH:7][CH:8]=[N:9]2)=[C:4]([O:13][CH:14]2[CH2:19][CH2:18][O:17][CH2:16][CH2:15]2)[CH:3]=1.P(Cl)(Cl)([Cl:22])=O.C(N(C(C)C)CC)(C)C. Product: [Cl:22][C:6]1[C:5]2[C:10](=[CH:11][C:2]([F:1])=[CH:3][C:4]=2[O:13][CH:14]2[CH2:19][CH2:18][O:17][CH2:16][CH2:15]2)[N:9]=[CH:8][N:7]=1. The catalyst class is: 10.